Dataset: Forward reaction prediction with 1.9M reactions from USPTO patents (1976-2016). Task: Predict the product of the given reaction. Given the reactants C(OC([N:8]1[CH2:13][CH2:12][CH:11]([CH2:14][CH2:15][C:16]([N:18]2[CH2:23][CH2:22][CH2:21][C@@H:20]([C:24]([NH:26][CH:27]([C:32]3[CH:33]=[N:34][CH:35]=[C:36]([C:38]4[CH:43]=[CH:42][CH:41]=[CH:40][C:39]=4[O:44][CH2:45][CH2:46][F:47])[CH:37]=3)[CH2:28][C:29]([OH:31])=[O:30])=[O:25])[CH2:19]2)=[O:17])[CH2:10][CH2:9]1)=O)(C)(C)C.Cl, predict the reaction product. The product is: [F:47][CH2:46][CH2:45][O:44][C:39]1[CH:40]=[CH:41][CH:42]=[CH:43][C:38]=1[C:36]1[CH:37]=[C:32]([C@@H:27]([NH:26][C:24]([C@@H:20]2[CH2:21][CH2:22][CH2:23][N:18]([C:16](=[O:17])[CH2:15][CH2:14][CH:11]3[CH2:10][CH2:9][NH:8][CH2:13][CH2:12]3)[CH2:19]2)=[O:25])[CH2:28][C:29]([OH:31])=[O:30])[CH:33]=[N:34][CH:35]=1.